From a dataset of Peptide-MHC class II binding affinity with 134,281 pairs from IEDB. Regression. Given a peptide amino acid sequence and an MHC pseudo amino acid sequence, predict their binding affinity value. This is MHC class II binding data. (1) The peptide sequence is YTDYLTVMDRYSVDA. The MHC is DRB1_1301 with pseudo-sequence DRB1_1301. The binding affinity (normalized) is 0.533. (2) The peptide sequence is YLGLEVLTRARAALT. The MHC is DRB5_0101 with pseudo-sequence DRB5_0101. The binding affinity (normalized) is 0.675.